Dataset: Forward reaction prediction with 1.9M reactions from USPTO patents (1976-2016). Task: Predict the product of the given reaction. (1) The product is: [C:1]([P:5]([C:6]([CH3:9])([CH3:8])[CH3:7])[Cl:10])([CH3:4])([CH3:3])[CH3:2]. Given the reactants [C:1]([PH:5][C:6]([CH3:9])([CH3:8])[CH3:7])([CH3:4])([CH3:3])[CH3:2].[Cl:10]C(Cl)(Cl)C(OCC)=O, predict the reaction product. (2) Given the reactants [CH3:1][O:2][C:3]1[C:8]([CH:9]([OH:18])[C:10]#[C:11][C:12]2[CH:17]=[CH:16][CH:15]=[CH:14][CH:13]=2)=[CH:7][CH:6]=C(OC)N=1.COC1[C:24]2[N:25]([C:31](=[O:42])[N:32]([CH2:34][O:35][CH2:36][CH2:37][Si:38]([CH3:41])([CH3:40])[CH3:39])[N:33]=2)C=CC=1C=O, predict the reaction product. The product is: [OH:18][CH:9]([C:8]1[CH:7]=[CH:6][N:25]2[C:31](=[O:42])[N:32]([CH2:34][O:35][CH2:36][CH2:37][Si:38]([CH3:40])([CH3:39])[CH3:41])[N:33]=[C:24]2[C:3]=1[O:2][CH3:1])[C:10]#[C:11][C:12]1[CH:13]=[CH:14][CH:15]=[CH:16][CH:17]=1.